Regression/Classification. Given a drug SMILES string, predict its absorption, distribution, metabolism, or excretion properties. Task type varies by dataset: regression for continuous measurements (e.g., permeability, clearance, half-life) or binary classification for categorical outcomes (e.g., BBB penetration, CYP inhibition). Dataset: pampa_ncats. From a dataset of PAMPA (Parallel Artificial Membrane Permeability Assay) permeability data from NCATS. (1) The drug is CC1=CC=C(C=C1)S(=O)(=O)NC2=C(C=CN=C2)C(=O)NC3=NC(=CS3)C4=NC5=CC=CC=C5S4. The result is 1 (high permeability). (2) The molecule is CCCN(CCC)CCC1=C2CC(=O)NC2=CC=C1. The result is 1 (high permeability). (3) The compound is C1=CC=C(C=C1)C2=CSC(=N2)NC(=O)C3=C(C=NC=C3)NS(=O)(=O)C4=CC=C(C=C4)Cl. The result is 1 (high permeability). (4) The compound is COC1=CC2=C(C=C1)C(=C(N2CC3=CC=C(C=C3)C=C)C(=O)O)CNCC4=CC=CC=C4. The result is 1 (high permeability). (5) The drug is CC(C)(C)C1CCC2=C(C1)C(=O)C3=CC=CC=C3N2. The result is 1 (high permeability). (6) The compound is COC1=CC=CC=C1NC2=NC(=NC=C2)N3CCN(CC3)C(=O)C4=CC=CC=C4Cl. The result is 1 (high permeability). (7) The molecule is C1=CC=C(C=C1)C2=NN3C(=NN=C3CNC(=O)CC4=CC=CS4)C=C2. The result is 1 (high permeability). (8) The result is 1 (high permeability). The molecule is COC1=C(C=C(C=C1)C2=NN3C(=NC=C3NC4=CC=C(C=C4)C(=O)N)C=C2)OC.